Predict the reactants needed to synthesize the given product. From a dataset of Full USPTO retrosynthesis dataset with 1.9M reactions from patents (1976-2016). (1) Given the product [OH:20][C:19]1[C:18]2[O:17][N:16]=[C:15]([C:24]3[S:25][CH:26]=[CH:27][CH:28]=3)[C:14]=2[CH:13]=[N:6][C:7]=1[C:8]([O:10][CH2:11][CH3:12])=[O:9], predict the reactants needed to synthesize it. The reactants are: COC1C=C(OC)C=CC=1C[N:6]([CH2:13][C:14]1[C:15]([C:24]2[S:25][CH:26]=[CH:27][CH:28]=2)=[N:16][O:17][C:18]=1[C:19](OCC)=[O:20])[CH2:7][C:8]([O:10][CH2:11][CH3:12])=[O:9].CC(C)([O-])C.[K+].S(Cl)(Cl)=O. (2) Given the product [Br:1][C:2]1[CH:3]=[CH:4][C:5]([CH2:20][CH3:21])=[C:6]([CH:8]2[C:9](=[O:19])[CH:10]3[CH:15]([CH:14]4[O:18][CH:11]3[CH2:12][CH2:13]4)[C:16]2=[O:17])[CH:7]=1, predict the reactants needed to synthesize it. The reactants are: [Br:1][C:2]1[CH:3]=[CH:4][C:5]([CH2:20][CH3:21])=[C:6]([CH:8]2[C:16](=[O:17])[CH:15]3[CH:10]([CH:11]4[O:18][CH:14]3[CH:13]=[CH:12]4)[C:9]2=[O:19])[CH:7]=1. (3) Given the product [NH2:26][C@H:23]([CH2:24][CH3:25])[C:21]([NH:20][C:17]1[CH:18]=[N:19][C:14]([O:13][C:5]2[C:6]3[C:10]4([CH2:9][O:8][C:7]=3[C:2]([CH3:1])=[CH:3][CH:4]=2)[CH2:12][CH2:11]4)=[CH:15][CH:16]=1)=[O:22], predict the reactants needed to synthesize it. The reactants are: [CH3:1][C:2]1[C:7]2[O:8][CH2:9][C:10]3([CH2:12][CH2:11]3)[C:6]=2[C:5]([O:13][C:14]2[N:19]=[CH:18][C:17]([NH:20][C:21]([C@H:23]([NH:26]C(=O)OC(C)(C)C)[CH2:24][CH3:25])=[O:22])=[CH:16][CH:15]=2)=[CH:4][CH:3]=1.C(O)(C(F)(F)F)=O. (4) Given the product [CH2:14]([O:13][C:11](=[O:12])[CH2:10][CH2:9][CH:4]1[CH:3]([CH:1]=[O:2])[CH2:8][CH2:7][N:6]([C:22]2[C:32]([C:33]#[N:34])=[CH:31][C:25]([C:26]([O:28][CH2:29][CH3:30])=[O:27])=[C:24]([CH3:35])[N:23]=2)[CH2:5]1)[C:15]1[CH:16]=[CH:17][CH:18]=[CH:19][CH:20]=1, predict the reactants needed to synthesize it. The reactants are: [CH:1]([CH:3]1[CH2:8][CH2:7][NH:6][CH2:5][CH:4]1[CH2:9][CH2:10][C:11]([O:13][CH2:14][C:15]1[CH:20]=[CH:19][CH:18]=[CH:17][CH:16]=1)=[O:12])=[O:2].Cl[C:22]1[C:32]([C:33]#[N:34])=[CH:31][C:25]([C:26]([O:28][CH2:29][CH3:30])=[O:27])=[C:24]([CH3:35])[N:23]=1.CCN(C(C)C)C(C)C.[NH4+].[Cl-].